The task is: Regression/Classification. Given a drug SMILES string, predict its absorption, distribution, metabolism, or excretion properties. Task type varies by dataset: regression for continuous measurements (e.g., permeability, clearance, half-life) or binary classification for categorical outcomes (e.g., BBB penetration, CYP inhibition). Dataset: cyp2c9_veith.. This data is from CYP2C9 inhibition data for predicting drug metabolism from PubChem BioAssay. (1) The drug is Cc1ccc(C(=O)N/N=C\c2ccc[nH]2)cc1[N+](=O)[O-]. The result is 0 (non-inhibitor). (2) The compound is COc1ccc(C(C(=O)NC2CCCC2)N(Cc2ccc(F)cc2)C(=O)c2ccn[nH]2)cc1OC. The result is 0 (non-inhibitor). (3) The result is 0 (non-inhibitor). The drug is OC[C@@H]1O[C@H](O)[C@@H](Cl)[C@H](O)[C@@H]1O. (4) The molecule is Clc1ncccc1-c1nc2ccccc2n1Cc1ccccc1. The result is 1 (inhibitor). (5) The drug is CO[C@H]1C[C@@H](O[C@H]2[C@@H](C)C(=O)O[C@@H](C)[C@@H](C)[C@@H](O)[C@@H](C)C(=O)[C@@]3(CO3)C[C@@H](C)[C@@H](O[C@@H]3O[C@@H](C)C[C@@H](N(C)C)[C@@H]3O)[C@H]2C)O[C@@H](C)[C@H]1O. The result is 0 (non-inhibitor). (6) The drug is CCN(CC)S(=O)(=O)c1ccc(OC)c(NC(=O)CSc2ccccc2)c1. The result is 1 (inhibitor). (7) The molecule is Cc1noc(C)c1C(=O)N1CCC[C@@]2(CCN(c3ccccn3)C2)C1. The result is 0 (non-inhibitor).